Dataset: Full USPTO retrosynthesis dataset with 1.9M reactions from patents (1976-2016). Task: Predict the reactants needed to synthesize the given product. (1) The reactants are: [CH3:1][O:2][CH2:3][CH2:4][O:5][C:6]1[CH:11]=[CH:10][N:9]=[C:8]([NH2:12])[CH:7]=1.Cl[CH2:14][CH:15]=O. Given the product [CH3:1][O:2][CH2:3][CH2:4][O:5][C:6]1[CH:11]=[CH:10][N:9]2[CH:14]=[CH:15][N:12]=[C:8]2[CH:7]=1, predict the reactants needed to synthesize it. (2) Given the product [C:18]1([CH3:21])[CH:19]=[CH:20][C:15]([NH:1][C:2]2[CH:10]=[C:9]([C:11]([OH:13])=[O:12])[CH:8]=[CH:7][C:3]=2[C:4]([OH:6])=[O:5])=[CH:16][CH:17]=1, predict the reactants needed to synthesize it. The reactants are: [NH2:1][C:2]1[CH:10]=[C:9]([C:11]([OH:13])=[O:12])[CH:8]=[CH:7][C:3]=1[C:4]([OH:6])=[O:5].I[C:15]1[CH:20]=[CH:19][C:18]([CH3:21])=[CH:17][CH:16]=1.CN1CCOCC1.Cl.